From a dataset of Full USPTO retrosynthesis dataset with 1.9M reactions from patents (1976-2016). Predict the reactants needed to synthesize the given product. Given the product [ClH:33].[F:22][C:23]1[CH:30]=[CH:29][C:26]([CH2:27][O:28][C:16]2[CH:17]=[N:18][CH:19]=[CH:20][C:15]=2[C:9]2[N:8]=[C:7]([N:1]3[CH2:6][CH2:5][O:4][CH2:3][CH2:2]3)[N:12]([CH3:13])[C:11](=[O:14])[CH:10]=2)=[CH:25][CH:24]=1, predict the reactants needed to synthesize it. The reactants are: [N:1]1([C:7]2[N:12]([CH3:13])[C:11](=[O:14])[CH:10]=[C:9]([C:15]3[CH:20]=[CH:19][N:18]=[CH:17][C:16]=3F)[N:8]=2)[CH2:6][CH2:5][O:4][CH2:3][CH2:2]1.[F:22][C:23]1[CH:30]=[CH:29][C:26]([CH2:27][OH:28])=[CH:25][CH:24]=1.[H-].[Na+].[ClH:33].